Dataset: Reaction yield outcomes from USPTO patents with 853,638 reactions. Task: Predict the reaction yield, written as a fraction of the theoretical maximum amount of product (1.0 means a 100% yield; for example, 0.34 means a 34% yield). (1) The reactants are [NH:1]1[CH2:6][CH2:5][CH:4]([C:7]2[CH:12]=[CH:11][C:10]([NH:13][C:14]([C:16]3[N:17]=[C:18]([C:25]4[CH:30]=[CH:29][CH:28]=[CH:27][CH:26]=4)[O:19][C:20]=3[C:21]([F:24])([F:23])[F:22])=[O:15])=[CH:9][CH:8]=2)[CH2:3][CH2:2]1.[O:31]=[C:32]1[NH:36][C:35](=[O:37])[CH:34]([CH2:38][C:39](O)=[O:40])[S:33]1.C(N(CC)CC)C.F[P-](F)(F)(F)(F)F.N1(O[P+](N(C)C)(N(C)C)N(C)C)C2C=CC=CC=2N=N1. The catalyst is CN(C=O)C. The product is [O:31]=[C:32]1[NH:36][C:35](=[O:37])[CH:34]([CH2:38][C:39]([N:1]2[CH2:6][CH2:5][CH:4]([C:7]3[CH:8]=[CH:9][C:10]([NH:13][C:14]([C:16]4[N:17]=[C:18]([C:25]5[CH:30]=[CH:29][CH:28]=[CH:27][CH:26]=5)[O:19][C:20]=4[C:21]([F:22])([F:23])[F:24])=[O:15])=[CH:11][CH:12]=3)[CH2:3][CH2:2]2)=[O:40])[S:33]1. The yield is 0.900. (2) The reactants are [CH3:1][Zn]Cl.Br[C:5]1[C:13]([F:14])=[C:12]([O:15][CH:16]([F:18])[F:17])[CH:11]=[C:10]2[C:6]=1[C:7]([C:39]#[N:40])=[C:8]([C:23]1[N:28]=[CH:27][C:26]([S:29]([NH:32][C@@H:33]([CH3:38])[C:34]([F:37])([F:36])[F:35])(=[O:31])=[O:30])=[CH:25][CH:24]=1)[N:9]2[CH:19]1[CH2:22][CH2:21][CH2:20]1.Cl. The catalyst is C1C=CC(P(C2C=CC=CC=2)[C-]2C=CC=C2)=CC=1.C1C=CC(P(C2C=CC=CC=2)[C-]2C=CC=C2)=CC=1.Cl[Pd]Cl.[Fe+2].C1COCC1. The product is [C:39]([C:7]1[C:6]2[C:10](=[CH:11][C:12]([O:15][CH:16]([F:18])[F:17])=[C:13]([F:14])[C:5]=2[CH3:1])[N:9]([CH:19]2[CH2:22][CH2:21][CH2:20]2)[C:8]=1[C:23]1[N:28]=[CH:27][C:26]([S:29]([NH:32][C@@H:33]([CH3:38])[C:34]([F:36])([F:35])[F:37])(=[O:30])=[O:31])=[CH:25][CH:24]=1)#[N:40]. The yield is 0.650. (3) The reactants are [CH3:1][O:2][C:3]([C:5]1[CH:10]=[CH:9][C:8](B(O)O)=[CH:7][CH:6]=1)=[O:4].Br[C:15]1[CH:25]=[CH:24][C:18]([C:19]([N:21]([CH3:23])[CH3:22])=[O:20])=[CH:17][CH:16]=1. No catalyst specified. The product is [CH3:22][N:21]([CH3:23])[C:19]([C:18]1[CH:24]=[CH:25][C:15]([C:8]2[CH:9]=[CH:10][C:5]([C:3]([O:2][CH3:1])=[O:4])=[CH:6][CH:7]=2)=[CH:16][CH:17]=1)=[O:20]. The yield is 0.910. (4) The reactants are [I:1][C:2]1[CH:3]=[C:4]([CH:8]=[CH:9][CH:10]=1)[C:5]([OH:7])=[O:6].O=S(Cl)Cl.[CH3:15]O. The product is [I:1][C:2]1[CH:3]=[C:4]([CH:8]=[CH:9][CH:10]=1)[C:5]([O:7][CH3:15])=[O:6]. No catalyst specified. The yield is 0.930.